From a dataset of Reaction yield outcomes from USPTO patents with 853,638 reactions. Predict the reaction yield, written as a fraction of the theoretical maximum amount of product (1.0 means a 100% yield; for example, 0.34 means a 34% yield). (1) The reactants are [Cl:1][C:2]1[CH:23]=[C:22]([Cl:24])[CH:21]=[CH:20][C:3]=1[CH2:4][C:5]1[S:9][C:8]([CH:10]([CH3:12])[CH3:11])=[N:7][C:6]=1[CH2:13][CH2:14][C:15](OCC)=[O:16].[Cl-].[Ca+2].[Cl-].[BH4-].[Na+].[Cl-].[NH4+]. The catalyst is O1CCCC1.C(O)C. The product is [Cl:1][C:2]1[CH:23]=[C:22]([Cl:24])[CH:21]=[CH:20][C:3]=1[CH2:4][C:5]1[S:9][C:8]([CH:10]([CH3:11])[CH3:12])=[N:7][C:6]=1[CH2:13][CH2:14][CH2:15][OH:16]. The yield is 0.970. (2) The reactants are [Cl:1][C:2]1[CH:3]=[C:4]([CH:10]=[CH:11][CH:12]=1)[CH2:5]P(=O)([O-])[O-].[Li]CCCC.[CH3:18][CH2:19][CH2:20][CH2:21][CH2:22][CH3:23].C(=O)CCCC#C. The catalyst is C1COCC1. The product is [Cl:1][C:2]1[CH:12]=[CH:11][CH:10]=[C:4]([CH:5]=[CH:23][CH2:22][CH2:21][CH2:20][C:19]#[CH:18])[CH:3]=1. The yield is 0.930. (3) The reactants are C(NC(C)C)(C)C.[Li]CCCC.[CH2:13]([O:20][C:21]1[CH:26]=[CH:25][C:24]([CH2:27][C:28]([O:30][CH2:31][CH3:32])=[O:29])=[CH:23][C:22]=1[O:33][CH3:34])[C:14]1[CH:19]=[CH:18][CH:17]=[CH:16][CH:15]=1.[CH2:35]([O:42][C:43]1[CH:48]=[CH:47][C:46]([CH:49]([C:51]2[CH:56]=[CH:55][C:54]([O:57][CH2:58][C:59]3[CH:64]=[CH:63][CH:62]=[CH:61][CH:60]=3)=[C:53]([O:65][CH3:66])[CH:52]=2)Br)=[CH:45][C:44]=1[O:67][CH3:68])[C:36]1[CH:41]=[CH:40][CH:39]=[CH:38][CH:37]=1. The catalyst is C1COCC1. The product is [CH2:13]([O:20][C:21]1[CH:26]=[CH:25][C:24]([CH:27]([CH:49]([C:46]2[CH:47]=[CH:48][C:43]([O:42][CH2:35][C:36]3[CH:37]=[CH:38][CH:39]=[CH:40][CH:41]=3)=[C:44]([O:67][CH3:68])[CH:45]=2)[C:51]2[CH:56]=[CH:55][C:54]([O:57][CH2:58][C:59]3[CH:60]=[CH:61][CH:62]=[CH:63][CH:64]=3)=[C:53]([O:65][CH3:66])[CH:52]=2)[C:28]([O:30][CH2:31][CH3:32])=[O:29])=[CH:23][C:22]=1[O:33][CH3:34])[C:14]1[CH:15]=[CH:16][CH:17]=[CH:18][CH:19]=1. The yield is 0.300.